From a dataset of Reaction yield outcomes from USPTO patents with 853,638 reactions. Predict the reaction yield, written as a fraction of the theoretical maximum amount of product (1.0 means a 100% yield; for example, 0.34 means a 34% yield). (1) The reactants are [C:1]1([S:7]([O:10][C:11]2[C:20]([Br:21])=[C:19]3[C:14]([CH:15]=[CH:16][C:17]([CH3:22])=[N:18]3)=[CH:13][CH:12]=2)(=[O:9])=[O:8])[CH:6]=[CH:5][CH:4]=[CH:3][CH:2]=1.[O:23]1CCOCC1. No catalyst specified. The product is [C:1]1([S:7]([O:10][C:11]2[C:20]([Br:21])=[C:19]3[C:14]([CH:15]=[CH:16][C:17]([CH:22]=[O:23])=[N:18]3)=[CH:13][CH:12]=2)(=[O:9])=[O:8])[CH:2]=[CH:3][CH:4]=[CH:5][CH:6]=1. The yield is 0.910. (2) The reactants are [Li].[Cl:2][C:3]1[CH:8]=[C:7]([Cl:9])[CH:6]=[CH:5][C:4]=1[C@H:10]1[C:15]([C:16]([O:18][C@H:19](C)C(OCC)=O)=[O:17])=[C:14]([CH2:26][N:27]2[CH2:32][CH2:31][O:30][CH2:29][CH2:28]2)[NH:13][C:12]([C:33]2[S:34][CH:35]=[CH:36][N:37]=2)=[N:11]1. The product is [Cl:2][C:3]1[CH:8]=[C:7]([Cl:9])[CH:6]=[CH:5][C:4]=1[C@H:10]1[C:15]([C:16]([O:18][CH3:19])=[O:17])=[C:14]([CH2:26][N:27]2[CH2:28][CH2:29][O:30][CH2:31][CH2:32]2)[NH:13][C:12]([C:33]2[S:34][CH:35]=[CH:36][N:37]=2)=[N:11]1. The catalyst is CO. The yield is 0.690. (3) The reactants are [H-].[Na+].[F:3][C:4]([F:21])([C:17]([F:20])([F:19])[F:18])[CH2:5][CH2:6][CH2:7][CH:8]([C:13]([O:15][CH3:16])=[O:14])[C:9]([O:11][CH3:12])=[O:10].I[CH2:23][CH2:24][CH2:25][CH2:26][CH2:27][CH2:28][CH2:29][CH2:30][C@@H:31]1[C:40]2[C:35](=[CH:36][C:37]([O:41][CH3:42])=[CH:38][CH:39]=2)[S:34][CH2:33][C@@:32]1([C:44]1[CH:49]=[CH:48][C:47]([O:50][CH3:51])=[CH:46][CH:45]=1)[CH3:43].O. The catalyst is O1CCCC1. The product is [CH3:42][O:41][C:37]1[CH:36]=[C:35]2[C:40]([C@@H:31]([CH2:30][CH2:29][CH2:28][CH2:27][CH2:26][CH2:25][CH2:24][CH2:23][C:8]([CH2:7][CH2:6][CH2:5][C:4]([F:21])([F:3])[C:17]([F:18])([F:19])[F:20])([C:9]([O:11][CH3:12])=[O:10])[C:13]([O:15][CH3:16])=[O:14])[C@:32]([C:44]3[CH:45]=[CH:46][C:47]([O:50][CH3:51])=[CH:48][CH:49]=3)([CH3:43])[CH2:33][S:34]2)=[CH:39][CH:38]=1. The yield is 0.710. (4) The reactants are Br[C:2]1[CH:3]=[C:4]([C:20]2[CH:25]=[CH:24][C:23]([C:26]([O:28][CH2:29][CH3:30])=[O:27])=[CH:22][CH:21]=2)[CH:5]=[CH:6][C:7]=1[O:8][CH2:9][CH2:10][CH2:11][O:12][Si:13]([C:16]([CH3:19])([CH3:18])[CH3:17])([CH3:15])[CH3:14].[CH2:31]([N:33]([CH2:45][CH3:46])[C:34]1[CH:39]=[CH:38][C:37](B(O)O)=[CH:36][C:35]=1[CH2:43][CH3:44])[CH3:32]. The catalyst is C1C=CC([P]([Pd]([P](C2C=CC=CC=2)(C2C=CC=CC=2)C2C=CC=CC=2)([P](C2C=CC=CC=2)(C2C=CC=CC=2)C2C=CC=CC=2)[P](C2C=CC=CC=2)(C2C=CC=CC=2)C2C=CC=CC=2)(C2C=CC=CC=2)C2C=CC=CC=2)=CC=1. The product is [Si:13]([O:12][CH2:11][CH2:10][CH2:9][O:8][C:7]1[CH:6]=[CH:5][C:4]([C:20]2[CH:25]=[CH:24][C:23]([C:26]([O:28][CH2:29][CH3:30])=[O:27])=[CH:22][CH:21]=2)=[CH:3][C:2]=1[C:37]1[CH:38]=[CH:39][C:34]([N:33]([CH2:45][CH3:46])[CH2:31][CH3:32])=[C:35]([CH2:43][CH3:44])[CH:36]=1)([C:16]([CH3:19])([CH3:18])[CH3:17])([CH3:15])[CH3:14]. The yield is 0.390. (5) The reactants are [Cl-].O[NH3+:3].[C:4](=[O:7])([O-])[OH:5].[Na+].CS(C)=O.[CH2:13]([C:15]1[N:16]=[C:17]([CH2:44][CH2:45][CH3:46])[N:18]([CH2:29][C:30]2[CH:35]=[CH:34][C:33]([C:36]3[C:37]([C:42]#[N:43])=[CH:38][CH:39]=[CH:40][CH:41]=3)=[CH:32][CH:31]=2)[C:19](=[O:28])[C:20]=1[CH2:21][N:22]1[CH2:27][CH2:26][O:25][CH2:24][CH2:23]1)[CH3:14]. The catalyst is O. The yield is 0.610. The product is [CH2:13]([C:15]1[N:16]=[C:17]([CH2:44][CH2:45][CH3:46])[N:18]([CH2:29][C:30]2[CH:35]=[CH:34][C:33]([C:36]3[CH:41]=[CH:40][CH:39]=[CH:38][C:37]=3[C:42]3[NH:3][C:4](=[O:7])[O:5][N:43]=3)=[CH:32][CH:31]=2)[C:19](=[O:28])[C:20]=1[CH2:21][N:22]1[CH2:23][CH2:24][O:25][CH2:26][CH2:27]1)[CH3:14]. (6) The reactants are [C:1]([Si:5]([CH3:19])([CH3:18])[O:6][CH2:7][C:8]1[CH:13]=[C:12]([O:14][CH3:15])[CH:11]=[CH:10][C:9]=1[CH:16]=[CH2:17])([CH3:4])([CH3:3])[CH3:2].[H][H]. The catalyst is C(OCC)(=O)C. The product is [C:1]([Si:5]([CH3:19])([CH3:18])[O:6][CH2:7][C:8]1[CH:13]=[C:12]([O:14][CH3:15])[CH:11]=[CH:10][C:9]=1[CH2:16][CH3:17])([CH3:3])([CH3:4])[CH3:2]. The yield is 0.990. (7) The product is [Br:7][C:8]1[CH:32]=[CH:31][C:11]([NH:12][C:13]2[C:22]3[C:17](=[CH:18][C:19]([O:25][CH2:26][CH2:27][CH2:28][S:3]([CH3:34])(=[O:5])=[O:2])=[C:20]([O:23][CH3:24])[CH:21]=3)[N:16]=[CH:15][N:14]=2)=[C:10]([F:33])[CH:9]=1. The catalyst is O.C(Cl)Cl. The reactants are O[O:2][S:3]([O-:5])=O.[K+].[Br:7][C:8]1[CH:32]=[CH:31][C:11]([NH:12][C:13]2[C:22]3[C:17](=[CH:18][C:19]([O:25][CH2:26][CH2:27][CH2:28]SC)=[C:20]([O:23][CH3:24])[CH:21]=3)[N:16]=[CH:15][N:14]=2)=[C:10]([F:33])[CH:9]=1.[CH3:34]O. The yield is 0.730. (8) The reactants are [Br:1][C:2]1[CH:9]=[CH:8][C:5]([CH:6]=O)=[C:4]([Cl:10])[CH:3]=1.[NH:11]1[CH2:16][CH2:15][CH2:14][CH2:13][CH2:12]1.C(O[BH-](OC(=O)C)OC(=O)C)(=O)C.[Na+]. The catalyst is C(Cl)Cl. The product is [Br:1][C:2]1[CH:9]=[CH:8][C:5]([CH2:6][N:11]2[CH2:16][CH2:15][CH2:14][CH2:13][CH2:12]2)=[C:4]([Cl:10])[CH:3]=1. The yield is 0.870. (9) The reactants are Br[C:2]1[CH:23]=[C:22]2[C:5]([CH2:6][C:7]3([C:15]42[N:19]=[C:18]([NH2:20])[C:17]([CH3:21])=[N:16]4)[CH2:12][CH2:11][C:10]([F:14])([F:13])[CH2:9][CH2:8]3)=[CH:4][CH:3]=1.[C:24]([C:27]1[CH:28]=[C:29](B(O)O)[CH:30]=[N:31][CH:32]=1)#[C:25][CH3:26]. No catalyst specified. The product is [F:14][C:10]1([F:13])[CH2:9][CH2:8][C:7]2([C:15]3([N:19]=[C:18]([NH2:20])[C:17]([CH3:21])=[N:16]3)[C:22]3[C:5](=[CH:4][CH:3]=[C:2]([C:29]4[CH:30]=[N:31][CH:32]=[C:27]([C:24]#[C:25][CH3:26])[CH:28]=4)[CH:23]=3)[CH2:6]2)[CH2:12][CH2:11]1. The yield is 0.240. (10) The yield is 0.250. The catalyst is COCCOC.[Cl-].[Na+].O.O. The reactants are [NH2:1][C:2]1[N:6]([CH3:7])[C:5](=[O:8])[C:4]([C:19]2[CH:24]=[CH:23][CH:22]=[C:21](Br)[CH:20]=2)([C:9]2[CH:14]=[CH:13][C:12]([Si:15]([CH3:18])([CH3:17])[CH3:16])=[CH:11][CH:10]=2)[N:3]=1.C([O-])(=O)C.[K+].B1(B2OC(C)(C)C(C)(C)O2)OC(C)(C)C(C)(C)O1.Br[C:50]1[CH:51]=[N:52][C:53]([F:56])=[N:54][CH:55]=1. The product is [NH2:1][C:2]1[N:6]([CH3:7])[C:5](=[O:8])[C:4]([C:19]2[CH:24]=[CH:23][CH:22]=[C:21]([C:50]3[CH:51]=[N:52][C:53]([F:56])=[N:54][CH:55]=3)[CH:20]=2)([C:9]2[CH:14]=[CH:13][C:12]([Si:15]([CH3:18])([CH3:17])[CH3:16])=[CH:11][CH:10]=2)[N:3]=1.